The task is: Predict which catalyst facilitates the given reaction.. This data is from Catalyst prediction with 721,799 reactions and 888 catalyst types from USPTO. (1) Reactant: [C:1]([O:5][C:6]([N:8]1[CH2:13][CH2:12][O:11][CH:10]([C:14]2[CH:19]=[CH:18][C:17](Br)=[C:16]([F:21])[CH:15]=2)[CH2:9]1)=[O:7])([CH3:4])([CH3:3])[CH3:2].[Cu][C:23]#[N:24]. Product: [C:23]([C:17]1[CH:18]=[CH:19][C:14]([CH:10]2[O:11][CH2:12][CH2:13][N:8]([C:6]([O:5][C:1]([CH3:4])([CH3:3])[CH3:2])=[O:7])[CH2:9]2)=[CH:15][C:16]=1[F:21])#[N:24]. The catalyst class is: 282. (2) Reactant: Br[C:2]1[CH:3]=[CH:4][C:5]([C:8]#[N:9])=[N:6][CH:7]=1.[B:10]1([B:10]2[O:14][C:13]([CH3:16])([CH3:15])[C:12]([CH3:18])([CH3:17])[O:11]2)[O:14][C:13]([CH3:16])([CH3:15])[C:12]([CH3:18])([CH3:17])[O:11]1.CC([O-])=O.[K+].CS(C)=O. Product: [CH3:17][C:12]1([CH3:18])[C:13]([CH3:16])([CH3:15])[O:14][B:10]([C:2]2[CH:3]=[CH:4][C:5]([C:8]#[N:9])=[N:6][CH:7]=2)[O:11]1. The catalyst class is: 6. (3) Reactant: [Br:1][C:2]1[CH:3]=[CH:4][C:5]([Cl:16])=[C:6]([CH:15]=1)[CH2:7][C:8]1[CH:13]=[CH:12][C:11]([OH:14])=[CH:10][CH:9]=1.N1C=CN=C1.[C:22]([Si:26](Cl)([CH3:28])[CH3:27])([CH3:25])([CH3:24])[CH3:23]. Product: [Br:1][C:2]1[CH:3]=[CH:4][C:5]([Cl:16])=[C:6]([CH:15]=1)[CH2:7][C:8]1[CH:13]=[CH:12][C:11]([O:14][Si:26]([C:22]([CH3:25])([CH3:24])[CH3:23])([CH3:28])[CH3:27])=[CH:10][CH:9]=1. The catalyst class is: 546. (4) Reactant: [C:1]1([C:7]2[C:16]3[C:11](=[CH:12][CH:13]=[CH:14][CH:15]=3)[N:10]=[CH:9][C:8]=2[C:17](=[O:19])[CH3:18])[CH:6]=[CH:5][CH:4]=[CH:3][CH:2]=1.[BH4-].[Na+]. Product: [C:1]1([C:7]2[C:16]3[C:11](=[CH:12][CH:13]=[CH:14][CH:15]=3)[N:10]=[CH:9][C:8]=2[CH:17]([OH:19])[CH3:18])[CH:2]=[CH:3][CH:4]=[CH:5][CH:6]=1. The catalyst class is: 5. (5) Reactant: [CH3:1][C:2]1[N:6]([CH2:7][C:8]2[CH:9]=[C:10]([S:14](Cl)(=[O:16])=[O:15])[CH:11]=[CH:12][CH:13]=2)[N:5]=[C:4]([C:18]2[O:22][N:21]=[C:20]([C:23]3[CH:28]=[CH:27][C:26]([O:29][C:30]([F:33])([F:32])[F:31])=[CH:25][CH:24]=3)[N:19]=2)[N:3]=1.N1C=CC=CC=1.[CH3:40][N:41]1[CH2:46][CH2:45][NH:44][CH2:43][CH2:42]1. Product: [CH3:1][C:2]1[N:6]([CH2:7][C:8]2[CH:13]=[CH:12][CH:11]=[C:10]([S:14]([N:44]3[CH2:45][CH2:46][N:41]([CH3:40])[CH2:42][CH2:43]3)(=[O:16])=[O:15])[CH:9]=2)[N:5]=[C:4]([C:18]2[O:22][N:21]=[C:20]([C:23]3[CH:24]=[CH:25][C:26]([O:29][C:30]([F:31])([F:32])[F:33])=[CH:27][CH:28]=3)[N:19]=2)[N:3]=1. The catalyst class is: 2. (6) Reactant: [C:1]([O:5][C:6](=[O:19])[NH:7][C@H:8]([C@H:16]1[CH2:18][O:17]1)[CH2:9][C:10]1[CH:15]=[CH:14][CH:13]=[CH:12][CH:11]=1)([CH3:4])([CH3:3])[CH3:2].[CH3:20][O:21][C:22]1[CH:23]=[C:24]([CH:27]=[CH:28][CH:29]=1)[CH2:25][NH2:26]. Product: [C:1]([O:5][C:6](=[O:19])[NH:7][C@@H:8]([CH2:9][C:10]1[CH:15]=[CH:14][CH:13]=[CH:12][CH:11]=1)[C@H:16]([OH:17])[CH2:18][NH:26][CH2:25][C:24]1[CH:27]=[CH:28][CH:29]=[C:22]([O:21][CH3:20])[CH:23]=1)([CH3:4])([CH3:3])[CH3:2]. The catalyst class is: 8. (7) Reactant: [C:1](=[O:4])([O-])[O-].[K+].[K+].Cl.O[N:9]1[CH2:12]C[CH2:10]1.[Cl:13][CH2:14][C:15](Cl)=[O:16]. Product: [Cl:13][CH2:14][C:15]([N:9]1[CH2:12][CH:1]([OH:4])[CH2:10]1)=[O:16]. The catalyst class is: 232. (8) Reactant: Cl.[Br:2][C:3]1[CH:4]=[C:5]([NH:9][NH2:10])[CH:6]=[CH:7][CH:8]=1.[CH3:11][C:12]([CH3:24])([CH3:23])[C:13](=O)[CH2:14][C:15](=O)[C:16]([O:18][CH2:19][CH3:20])=[O:17]. Product: [Br:2][C:3]1[CH:4]=[C:5]([N:9]2[C:13]([C:12]([CH3:11])([CH3:23])[CH3:24])=[CH:14][C:15]([C:16]([O:18][CH2:19][CH3:20])=[O:17])=[N:10]2)[CH:6]=[CH:7][CH:8]=1. The catalyst class is: 15. (9) Reactant: [BH4-].[Na+].[F:3][C:4]([F:28])([F:27])[S:5]([O:8][C:9]1[CH:14]=[C:13]([CH:15]=[O:16])[CH:12]=[C:11]([O:17][CH2:18][CH3:19])[C:10]=1[C:20]1[CH:25]=[CH:24][C:23]([F:26])=[CH:22][CH:21]=1)(=[O:7])=[O:6].C1COCC1.[Cl-].[NH4+]. Product: [F:27][C:4]([F:3])([F:28])[S:5]([O:8][C:9]1[CH:14]=[C:13]([CH2:15][OH:16])[CH:12]=[C:11]([O:17][CH2:18][CH3:19])[C:10]=1[C:20]1[CH:25]=[CH:24][C:23]([F:26])=[CH:22][CH:21]=1)(=[O:7])=[O:6]. The catalyst class is: 370.